From a dataset of NCI-60 drug combinations with 297,098 pairs across 59 cell lines. Regression. Given two drug SMILES strings and cell line genomic features, predict the synergy score measuring deviation from expected non-interaction effect. Drug 1: C1C(C(OC1N2C=NC(=NC2=O)N)CO)O. Drug 2: N.N.Cl[Pt+2]Cl. Cell line: UACC62. Synergy scores: CSS=42.6, Synergy_ZIP=-1.56, Synergy_Bliss=-0.483, Synergy_Loewe=-1.99, Synergy_HSA=2.60.